This data is from Reaction yield outcomes from USPTO patents with 853,638 reactions. The task is: Predict the reaction yield, written as a fraction of the theoretical maximum amount of product (1.0 means a 100% yield; for example, 0.34 means a 34% yield). (1) The reactants are C[N:2](C)[CH:3]=[CH:4][C:5]([C:7]1[C:12](=[O:13])[CH:11]=[CH:10][N:9]([C:14]2[CH:19]=[CH:18][CH:17]=[C:16]([C:20]([F:23])([F:22])[F:21])[CH:15]=2)[N:8]=1)=O.Cl.[Cl:26][C:27]1[CH:32]=[CH:31][C:30]([NH:33]N)=[CH:29][CH:28]=1.CCN(CC)CC. The catalyst is C(O)C. The product is [Cl:26][C:27]1[CH:32]=[CH:31][C:30]([N:33]2[C:5]([C:7]3[C:12](=[O:13])[CH:11]=[CH:10][N:9]([C:14]4[CH:19]=[CH:18][CH:17]=[C:16]([C:20]([F:23])([F:22])[F:21])[CH:15]=4)[N:8]=3)=[CH:4][CH:3]=[N:2]2)=[CH:29][CH:28]=1. The yield is 0.300. (2) The reactants are [C:1]1([C:7]2(C(O)=O)[CH2:9][CH2:8]2)[CH:6]=[CH:5][CH:4]=[CH:3][CH:2]=1.[N-:13]=[N+]=[N-].[Na+].[OH-].[Na+]. The catalyst is S(=O)(=O)(O)O.C(Cl)Cl. The product is [C:1]1([C:7]2([NH2:13])[CH2:9][CH2:8]2)[CH:6]=[CH:5][CH:4]=[CH:3][CH:2]=1. The yield is 0.540. (3) The reactants are [Cl:1][C:2]1[C:10]2[N:9]=[C:8]3[N:11]([C:15]4[CH:20]=[CH:19][C:18]([O:21][CH3:22])=[CH:17][C:16]=4[Cl:23])[CH2:12][CH2:13][CH2:14][N:7]3[C:6]=2[C:5]([CH:24]([CH:26]2[CH2:28][CH2:27]2)[OH:25])=[CH:4][CH:3]=1.N(C(N1CCCCC1)=O)=NC(N1CCCCC1)=O.C(P(CCCC)CCCC)CCC.[F:60][C:61]([F:65])([F:64])[CH2:62]O. The catalyst is O1CCCC1. The product is [Cl:1][C:2]1[C:10]2[N:9]=[C:8]3[N:11]([C:15]4[CH:20]=[CH:19][C:18]([O:21][CH3:22])=[CH:17][C:16]=4[Cl:23])[CH2:12][CH2:13][CH2:14][N:7]3[C:6]=2[C:5]([CH:24]([CH:26]2[CH2:28][CH2:27]2)[O:25][CH2:62][C:61]([F:65])([F:64])[F:60])=[CH:4][CH:3]=1. The yield is 0.600. (4) The reactants are [C:1]1([C:22]2[CH:27]=[CH:26][CH:25]=[CH:24][CH:23]=2)[CH:6]=[CH:5][CH:4]=[CH:3][C:2]=1[NH:7][C:8]([O:10][CH:11]1[CH2:16][CH2:15][N:14]([CH2:17][CH2:18][C:19](O)=[O:20])[CH2:13][CH2:12]1)=[O:9].C(N(CC)C(C)C)(C)C.[I-].ClC1C=CC=C[N+]=1C.Cl.[CH:47]1[C:59]2[CH:58]([CH2:60][O:61][C:62](=[O:69])[NH:63][CH2:64][CH2:65][CH2:66][NH:67][CH3:68])[C:57]3[C:52](=[CH:53][CH:54]=[CH:55][CH:56]=3)[C:51]=2[CH:50]=[CH:49][CH:48]=1. The catalyst is CN(C=O)C. The product is [CH:56]1[C:57]2[CH:58]([CH2:60][O:61][C:62]([NH:63][CH2:64][CH2:65][CH2:66][N:67]([CH3:68])[C:19]([CH2:18][CH2:17][N:14]3[CH2:13][CH2:12][CH:11]([O:10][C:8](=[O:9])[NH:7][C:2]4[CH:3]=[CH:4][CH:5]=[CH:6][C:1]=4[C:22]4[CH:27]=[CH:26][CH:25]=[CH:24][CH:23]=4)[CH2:16][CH2:15]3)=[O:20])=[O:69])[C:59]3[C:51](=[CH:50][CH:49]=[CH:48][CH:47]=3)[C:52]=2[CH:53]=[CH:54][CH:55]=1. The yield is 0.970. (5) The reactants are FC(F)(F)S(O[C:7]1[C:8]([C:18](=[O:20])[CH3:19])=[CH:9][C:10]([Cl:17])=[C:11]2[C:16]=1[N:15]=[CH:14][CH:13]=[CH:12]2)(=O)=O.[NH:23]1[CH2:28][CH2:27][CH:26]([CH2:29][OH:30])[CH2:25][CH2:24]1.C(=O)([O-])[O-].[Cs+].[Cs+]. The catalyst is O1CCCC1.ClCCl.C([O-])(=O)C.[Pd+2].C([O-])(=O)C. The product is [Cl:17][C:10]1[CH:9]=[C:8]([C:18](=[O:20])[CH3:19])[C:7]([N:23]2[CH2:28][CH2:27][CH:26]([CH2:29][OH:30])[CH2:25][CH2:24]2)=[C:16]2[C:11]=1[CH:12]=[CH:13][CH:14]=[N:15]2. The yield is 0.280.